Dataset: NCI-60 drug combinations with 297,098 pairs across 59 cell lines. Task: Regression. Given two drug SMILES strings and cell line genomic features, predict the synergy score measuring deviation from expected non-interaction effect. (1) Drug 1: C1C(C(OC1N2C=C(C(=O)NC2=O)F)CO)O. Drug 2: C1=CC=C(C=C1)NC(=O)CCCCCCC(=O)NO. Cell line: SK-OV-3. Synergy scores: CSS=16.3, Synergy_ZIP=-4.82, Synergy_Bliss=-2.22, Synergy_Loewe=-1.26, Synergy_HSA=-1.37. (2) Drug 1: C1C(C(OC1N2C=NC(=NC2=O)N)CO)O. Drug 2: C(CCl)NC(=O)N(CCCl)N=O. Cell line: OVCAR3. Synergy scores: CSS=5.83, Synergy_ZIP=-2.03, Synergy_Bliss=2.50, Synergy_Loewe=1.00, Synergy_HSA=2.21. (3) Drug 1: C1=CC(=CC=C1CCC2=CNC3=C2C(=O)NC(=N3)N)C(=O)NC(CCC(=O)O)C(=O)O. Drug 2: C1=NC2=C(N=C(N=C2N1C3C(C(C(O3)CO)O)F)Cl)N. Cell line: A549. Synergy scores: CSS=38.8, Synergy_ZIP=-8.62, Synergy_Bliss=-2.80, Synergy_Loewe=-4.60, Synergy_HSA=-0.501. (4) Drug 1: CS(=O)(=O)OCCCCOS(=O)(=O)C. Drug 2: CCC1(C2=C(COC1=O)C(=O)N3CC4=CC5=C(C=CC(=C5CN(C)C)O)N=C4C3=C2)O.Cl. Cell line: NCI-H322M. Synergy scores: CSS=2.75, Synergy_ZIP=0.0347, Synergy_Bliss=-0.329, Synergy_Loewe=-10.8, Synergy_HSA=-3.59. (5) Drug 1: CCCS(=O)(=O)NC1=C(C(=C(C=C1)F)C(=O)C2=CNC3=C2C=C(C=N3)C4=CC=C(C=C4)Cl)F. Drug 2: CC12CCC(CC1=CCC3C2CCC4(C3CC=C4C5=CN=CC=C5)C)O. Cell line: RPMI-8226. Synergy scores: CSS=11.0, Synergy_ZIP=2.46, Synergy_Bliss=9.32, Synergy_Loewe=-10.0, Synergy_HSA=4.31.